From a dataset of Catalyst prediction with 721,799 reactions and 888 catalyst types from USPTO. Predict which catalyst facilitates the given reaction. Reactant: [Cl:1][C:2]1[N:10]=[CH:9][N:8]=[C:7]2[C:3]=1[N:4]=[CH:5][N:6]2[CH2:11][C:12]1[CH:17]=[CH:16][C:15]([O:18][CH3:19])=[CH:14][CH:13]=1.[Li+].CC([N-]C(C)C)C.[Br:28]C(Cl)(Cl)C(Br)(Cl)Cl.[NH4+].[Cl-]. Product: [Br:28][C:5]1[N:6]([CH2:11][C:12]2[CH:17]=[CH:16][C:15]([O:18][CH3:19])=[CH:14][CH:13]=2)[C:7]2[C:3]([N:4]=1)=[C:2]([Cl:1])[N:10]=[CH:9][N:8]=2. The catalyst class is: 1.